This data is from Forward reaction prediction with 1.9M reactions from USPTO patents (1976-2016). The task is: Predict the product of the given reaction. (1) Given the reactants [CH2:1]([O:3][C:4]([C:6]1[CH:7]=[N:8][C:9]2[C:14]([C:15]=1Cl)=[CH:13][CH:12]=[CH:11][C:10]=2[O:17][CH3:18])=[O:5])[CH3:2].[CH:19]([NH2:22])([CH3:21])[CH3:20], predict the reaction product. The product is: [CH2:1]([O:3][C:4]([C:6]1[CH:7]=[N:8][C:9]2[C:14]([C:15]=1[NH:22][CH:19]([CH3:21])[CH3:20])=[CH:13][CH:12]=[CH:11][C:10]=2[O:17][CH3:18])=[O:5])[CH3:2]. (2) Given the reactants C([O:5][C:6]1[C:7](=O)[C:8](=O)[C:9]=1[CH:10]=[C:11]1[C:19]([CH3:21])([CH3:20])[C:18]2[C:13](=[CH:14][CH:15]=[CH:16][CH:17]=2)[N:12]1[CH3:22])CCC.[N:25]#[C:26][NH2:27].[CH2:28]([N:30]([CH2:33][CH3:34])[CH2:31][CH3:32])[CH3:29], predict the reaction product. The product is: [CH2:28]([NH+:30]([CH2:33][CH3:34])[CH2:31][CH3:32])[CH3:29].[C:26]([N:27]=[C:8]1[C:7](=[CH:32][CH2+:31]2[C:11]([CH3:19])([CH3:10])[C:34]3[C:33](=[CH:7][CH:6]=[CH:9][CH:8]=3)[N:30]2[CH3:28])[C:6]([O-:5])=[C:9]1[CH:10]=[C:11]1[C:19]([CH3:21])([CH3:20])[C:18]2[C:13](=[CH:14][CH:15]=[CH:16][CH:17]=2)[N:12]1[CH3:22])#[N:25].